Dataset: Reaction yield outcomes from USPTO patents with 853,638 reactions. Task: Predict the reaction yield, written as a fraction of the theoretical maximum amount of product (1.0 means a 100% yield; for example, 0.34 means a 34% yield). (1) The product is [O:36]1[CH2:40][CH2:39][O:38][CH:37]1[C:41]1[CH:46]=[CH:45][C:44]([NH:47][C:70]([CH2:71][CH2:72][CH2:56][CH2:55][N:51]([CH3:52])[C:19]([CH2:18][CH2:17][N:14]2[CH2:15][CH2:16][CH:11]([O:10][C:8](=[O:9])[NH:7][C:2]3[CH:3]=[CH:4][CH:5]=[CH:6][C:1]=3[C:30]3[CH:35]=[CH:34][CH:33]=[CH:32][CH:31]=3)[CH2:12][CH2:13]2)=[O:20])=[O:57])=[CH:43][CH:42]=1. The yield is 1.00. The catalyst is C(Cl)Cl. The reactants are [C:1]1([C:30]2[CH:35]=[CH:34][CH:33]=[CH:32][CH:31]=2)[CH:6]=[CH:5][CH:4]=[CH:3][C:2]=1[NH:7][C:8]([O:10][CH:11]1[CH2:16][CH2:15][N:14]([CH2:17][CH2:18][C:19](CNCCCCC(O)=O)=[O:20])[CH2:13][CH2:12]1)=[O:9].[O:36]1[CH2:40][CH2:39][O:38][CH:37]1[C:41]1[CH:46]=[CH:45][C:44]([NH2:47])=[CH:43][CH:42]=1.C([N:51]([CH2:55][CH3:56])[CH:52](C)C)(C)C.[OH:57]N1C2N=CC=CC=2N=N1.Cl.CN(C)[CH2:70][CH2:71][CH2:72]N=C=NCC. (2) The reactants are Cl.[NH2:2][CH2:3][CH2:4][CH2:5][NH:6][C:7]([C:9]1[CH:13]=[C:12]([C:14]2[CH:19]=[CH:18][CH:17]=[CH:16][CH:15]=2)[O:11][N:10]=1)=[O:8].[OH:20][C:21]1[N:29]=[CH:28][CH:27]=[CH:26][C:22]=1[C:23](O)=[O:24].CCOC(C(C#N)=NOC(N1CCOCC1)=[N+](C)C)=O.F[P-](F)(F)(F)(F)F.CCN(C(C)C)C(C)C. The catalyst is CN(C=O)C. The product is [OH:20][C:21]1[N:29]=[CH:28][CH:27]=[CH:26][C:22]=1[C:23]([NH:2][CH2:3][CH2:4][CH2:5][NH:6][C:7]([C:9]1[CH:13]=[C:12]([C:14]2[CH:19]=[CH:18][CH:17]=[CH:16][CH:15]=2)[O:11][N:10]=1)=[O:8])=[O:24]. The yield is 0.250. (3) The yield is 0.760. The reactants are [C:1]([C:3]1[CH:4]=[C:5]([CH:43]=[C:44]([CH3:46])[CH:45]=1)[C:6]([C:8]1[N:13]([CH2:14][C:15]2[CH:16]=[C:17]([N:22](CC3C=CC(OC)=CC=3)[C:23](=[O:28])[C:24]([F:27])([F:26])[F:25])[CH:18]=[C:19]([F:21])[CH:20]=2)[C:12](=[O:38])[NH:11][C:10](=[O:39])[C:9]=1[CH:40]([CH3:42])[CH3:41])=[O:7])#[N:2].O. The catalyst is C(#N)C.C(OCC)(=O)C. The product is [C:1]([C:3]1[CH:4]=[C:5]([CH:43]=[C:44]([CH3:46])[CH:45]=1)[C:6]([C:8]1[N:13]([CH2:14][C:15]2[CH:16]=[C:17]([NH:22][C:23](=[O:28])[C:24]([F:27])([F:26])[F:25])[CH:18]=[C:19]([F:21])[CH:20]=2)[C:12](=[O:38])[NH:11][C:10](=[O:39])[C:9]=1[CH:40]([CH3:41])[CH3:42])=[O:7])#[N:2].